This data is from NCI-60 drug combinations with 297,098 pairs across 59 cell lines. The task is: Regression. Given two drug SMILES strings and cell line genomic features, predict the synergy score measuring deviation from expected non-interaction effect. (1) Drug 1: C1CCN(CC1)CCOC2=CC=C(C=C2)C(=O)C3=C(SC4=C3C=CC(=C4)O)C5=CC=C(C=C5)O. Drug 2: CC1=C2C(C(=O)C3(C(CC4C(C3C(C(C2(C)C)(CC1OC(=O)C(C(C5=CC=CC=C5)NC(=O)OC(C)(C)C)O)O)OC(=O)C6=CC=CC=C6)(CO4)OC(=O)C)OC)C)OC. Cell line: KM12. Synergy scores: CSS=50.8, Synergy_ZIP=11.5, Synergy_Bliss=9.34, Synergy_Loewe=-31.8, Synergy_HSA=3.81. (2) Drug 1: C(CC(=O)O)C(=O)CN.Cl. Drug 2: COC1=C2C(=CC3=C1OC=C3)C=CC(=O)O2. Cell line: SK-OV-3. Synergy scores: CSS=19.9, Synergy_ZIP=-1.07, Synergy_Bliss=9.94, Synergy_Loewe=0.776, Synergy_HSA=1.45.